Dataset: Human Reference Interactome with 51,813 positive PPI pairs across 8,248 proteins, plus equal number of experimentally-validated negative pairs. Task: Binary Classification. Given two protein amino acid sequences, predict whether they physically interact or not. (1) Protein 1 (ENSG00000169155) has sequence MEPGTNSFRVEFPDFSSTILQKLNQQRQQGQLCDVSIVVQGHIFRAHKAVLAASSPYFCDQVLLKNSRRIVLPDVMNPRVFENILLSSYTGRLVMPAPEIVSYLTAASFLQMWHVVDKCTEVLEGNPTVLCQKLNHGSDHQSPSSSSYNGLVESFELGSGGHTDFPKAQELRDGENEEESTKDELSSQLTEHEYLPSNSSTEHDRLSTEMASQDGEEGASDSAEFHYTRPMYSKPSIMAHKRWIHVKPERLEQACEGMDVHATYDEHQVTESINTVQTEHTVQPSGVEEDFHIGEKKVEA.... Protein 2 (ENSG00000232119) has sequence MGKGRFDEKENVSNCIQLKTSVIKGIKNQLIEQFPGIEPWLNQIMPKKDPVKIVRCHEHIEILTVNGELLFFRQREGPFYPTLRLLHKYPFILPHQQVDKGAIKFVLSGANIMCPGLTSPGAKLYPAAVDTIVAIMAEGKQHALCVGVMKMSAEDIEKVNKGIGIENIHYLNDGLWHMKTYK*MFKKFDEKENVSNCIQLKTSVIKGIKNQLIEQFPGIEPWLNQIMPKKDPVKIVRCHEHIEILTVNGELLFFRQREGPFYPTLRLLHKYPFILPHQQVDKGAIKFVLSGANIMCPGLT.... Result: 0 (the proteins do not interact). (2) Protein 1 (ENSG00000136231) has sequence MNKLYIGNLSENAAPSDLESIFKDAKIPVSGPFLVKTGYAFVDCPDESWALKAIEALSGKIELHGKPIEVEHSVPKRQRIRKLQIRNIPPHLQWEVLDSLLVQYGVVESCEQVNTDSETAVVNVTYSSKDQARQALDKLNGFQLENFTLKVAYIPDEMAAQQNPLQQPRGRRGLGQRGSSRQGSPGSVSKQKPCDLPLRLLVPTQFVGAIIGKEGATIRNITKQTQSKIDVHRKENAGAAEKSITILSTPEGTSAACKSILEIMHKEAQDIKFTEEIPLKILAHNNFVGRLIGKEGRNLK.... Protein 2 (ENSG00000151418) has sequence MTSQSQGIHQLLQAEKRAKDKLEEAKKRKGKRLKQAKEEAMVEIDQYRMQRDKEFRLKQSKIMGSQNNLSDEIEEQTLGKIQELNGHYNKYMESVMNQLLSMVCDMKPEIHVNYRATN*MTSQSQGIHQLLQAEKRAKDKLEEAKKILHLLFLKRRDWDCFWKRKAIEASQGGSNGRN*MTSQSQGIHQLLQAEKRAKDKLEEAKKKTGTASGKGKRLKQAKEEAMVEIDQYRMQRDKEFRLKQSKIMGSQNNLSDEIEEQTLGKIQELNGHYNKYMESVMNQLLSMVCDMKPEIHVNYR.... Result: 0 (the proteins do not interact). (3) Protein 1 (ENSG00000148734) has sequence MEGEPSQPPNSSWPLSQNGTNTEATPATNLTFSSYYQHTSPVAAMFIVAYALIFLLCMVGNTLVCFIVLKNRHMHTVTNMFILNLAVSDLLVGIFCMPTTLVDNLITGWPFDNATCKMSGLVQGMSVSASVFTLVAIAVERFRCIVHPFREKLTLRKALVTIAVIWALALLIMCPSAVTLTVTREEHHFMVDARNRSYPLYSCWEAWPEKGMRRVYTTVLFSHIYLAPLALIVVMYARIARKLCQAPGPAPGGEEAADPRASRRRARVVHMLVMVALFFTLSWLPLWALLLLIDYGQLSA.... Protein 2 (ENSG00000141543) has sequence MATTATMATSGSARKRLLKEEDMTKVEFETSEEVDVTPTFDTMGLREDLLRGIYAYGFEKPSAIQQRAIKQIIKGRDVIAQSQSGTGKTATFSISVLQCLDIQGLLALGDYMNVQCHACIGGTNVGEDIRKLDYGQHVVAGTPGRVFDMIRRRSLRTRAIKMLVLDEADEMLNKGFKEQIYDVYRYLPPATQVVLISATLPHEILEMTNKFMTDPIRILVKRDELTLEGIKQFFVAVEREEWKFDTLCDLYDTLTITQAVIFCNTKRKVDWLTEKMREANFTVSSMHGDMPQKERESIMK.... Result: 0 (the proteins do not interact). (4) Protein 1 (ENSG00000058063) has sequence MWRWIRQQLGFDPPHQSDTRTIYVANRFPQNGLYTPQKFIDNRIISSKYTVWNFVPKNLFEQFRRVANFYFLIIFLVQLMIDTPTSPVTSGLPLFFVITVTAIKQGYEDWLRHNSDNEVNGAPVYVVRSGGLVKTRSKNIRVGDIVRIAKDEIFPADLVLLSSDRLDGSCHVTTASLDGETNLKTHVAVPETALLQTVANLDTLVAVIECQQPEADLYRFMGRMIITQQMEEIVRPLGPESLLLRGARLKNTKEIFGVAVYTGMETKMALNYKSKSQKRSAVEKSMNTFLIIYLVILISE.... Protein 2 (ENSG00000270379) has sequence MAPVHLPLSCYQMPKEEFPPSPECWRQHPSKPNSVPYCYFKKPEIYTHWHDLYDQREEREAEKMLRKMRDDCRYIKEELTKSLESPREDEQFYAAQALGCLRISDKFVMEALQQVAQTGPEKVKYEAYRTLAILGCLNKHVIRALIKQLKEKNEGQRMETLTGLRMALNSWAAVSKDKRTQVGDEGKLVPVLQTLIKKSSSEASLEAALCLGFLRPCSNMVQEFLLQCLCQGLKTQRMKALRMLVKVMHVHSAPVIKAILDQLCSSSVLEDRFEATQMLKTIGLEQIQAQGLEELTFNLL.... Result: 0 (the proteins do not interact). (5) Protein 1 (ENSG00000137502) has sequence MSMEDYDFLFKIVLIGNAGVGKTCLVRRFTQGLFPPGQGATIGVDFMIKTVEINGEKVKLQIWDTAGQERFRSITQSYYRSANALILTYDITCEESFRCLPEWLREIEQYASNKVITVLVGNKIDLAERREVSQQRAEEFSEAQDMYYLETSAKESDNVEKLFLDLACRLISEARQNTLVNNVSSPLPGEGKSISYLTCCNFN*MSMEDYDFLFKIVLIGNAGVGKTCLVRRFTQGLFPPGQGATIGVDFMIKTVEINGMSMEDYDFLFKIVLIGNAGVGKTCLVRRFTQLQIWDTMSME.... Protein 2 (ENSG00000162378) has sequence MPEDQAGAAMEEASPYSLLDICLNFLTTHLEKFCSARQDGTLCLQEPGVFPQEVADRLLRTMAFHGLLNDGTVGIFRGNQMRLKRACIRKAKISAVAFRKAFCHHKLVELDATGVNADITITDIISGLGSNKWIQQNLQCLVLNSLTLSLEDPYERCFSRLSGLRALSITNVLFYNEDLAEVASLPRLESLDISNTSITDITALLACKDRLKSLTMHHLKCLKMTTTQILDVVRELKHLNHLDISDDKQFTSDIALRLLEQKDILPNLVSLDVSGRKHVTDKAVEAFIQQRPSMQFVGLL.... Result: 0 (the proteins do not interact). (6) Protein 1 (ENSG00000196372) has sequence MEPRAADGCFLGDVGFWVERTPVHEAAQRGESLQLQQLIESGACVNQVTVDSITPLHAASLQGQARCVQLLLAAGAQVDARNIDGSTPLCDACASGSIECVKLLLSYGAKVNPPLYTASPLHEACMSGSSECVRLLIDVGANLEAHDCHFGTPLHVACAREHLDCVKVLLNAGANVNAAKLHETALHHAAKVKNVDLIEMLIEFGGNIYARDNRGKKPSDYTWSSSAPAKCFEYYEKTPLTLSQLCRVNLRKATGVRGLEKIAKLNIPPRLIDYLSYN*MEPRAADGCFLGDVGFWVERT.... Protein 2 (ENSG00000181444) has sequence MRETLEALSSLGFSVGQPEMAPQSEPREGSHNAQEQMSSSREERALGVCSGHEAPTPEEGAHTEQAEAPCRGQACSAQKAQPVGTCPGEEWMIRKVKVEDEDQEAEEEVEWPQHLSLLPSPFPAPDLGHLAAAYKLEPGAPGALSGLALSGWGPMPEKPYGCGECERRFRDQLTLRLHQRLHRGEGPCACPDCGRSFTQRAHMLLHQRSHRGERPFPCSECDKRFSKKAHLTRHLRTHTGERPYPCAECGKRFSQKIHLGSHQKTHTGERPFPCTECEKRFRKKTHLIRHQRIHTGERPY.... Result: 0 (the proteins do not interact).